Task: Predict the reactants needed to synthesize the given product.. Dataset: Full USPTO retrosynthesis dataset with 1.9M reactions from patents (1976-2016) (1) Given the product [Cl:1][C:2]1[CH:3]=[CH:4][C:5]2[N:9]=[C:12]([OH:13])[C:11]([C:17]3[CH:22]=[CH:21][CH:20]=[CH:19][CH:18]=3)=[N:8][C:6]=2[N:7]=1, predict the reactants needed to synthesize it. The reactants are: [Cl:1][C:2]1[N:7]=[C:6]([NH2:8])[C:5]([NH2:9])=[CH:4][CH:3]=1.O=[C:11]([C:17]1[CH:22]=[CH:21][CH:20]=[CH:19][CH:18]=1)[C:12](OCC)=[O:13].CCN(C(C)C)C(C)C. (2) The reactants are: O.[NH2:2]N.[Br:4][C:5]1[C:6]([C:25]#[N:26])=[N:7][N:8]([CH2:23][CH3:24])[C:9]=1[CH2:10][CH2:11]N1C(=O)C2=CC=CC=C2C1=O.[C:27](O[C:27]([O:29][C:30]([CH3:33])([CH3:32])[CH3:31])=[O:28])([O:29][C:30]([CH3:33])([CH3:32])[CH3:31])=[O:28].O. Given the product [C:27](=[O:28])([O:29][C:30]([CH3:33])([CH3:32])[CH2:31][CH2:11][CH2:10][C:9]1[N:8]([CH2:23][CH3:24])[N:7]=[C:6]([C:25]#[N:26])[C:5]=1[Br:4])[NH2:2], predict the reactants needed to synthesize it.